Binary Classification. Given a miRNA mature sequence and a target amino acid sequence, predict their likelihood of interaction. From a dataset of Experimentally validated miRNA-target interactions with 360,000+ pairs, plus equal number of negative samples. (1) The miRNA is hsa-miR-3150b-3p with sequence UGAGGAGAUCGUCGAGGUUGG. The protein sequence of the target gene is MDWVMKHNGPNDASDGTVRLRGLPFGCSKEEIVQFFQGLEIVPNGITLTMDYQGRSTGEAFVQFASKEIAENALGKHKERIGHRYIEIFRSSRSEIKGFYDPPRRLLGQRPGPYDRPIGGRGGYYGAGRGSMYDRMRRGGDGYDGGYGGFDDYGGYNNYGYGNDGFDDRMRDGRGMGGHGYGGAGDASSGFHGGHFVHMRGLPFRATENDIANFFSPLNPIRVHIDIGADGRATGEADVEFVTHEDAVAAMSKDKNNMQHRYIELFLNSTPGGGSGMGGSGMGGYGRDGMDNQGGYGSVG.... Result: 0 (no interaction). (2) The miRNA is dme-miR-79-3p with sequence UAAAGCUAGAUUACCAAAGCAU. The protein sequence of the target gene is MGNEASLEGEGLPEGLAAAAAAGGGASGAGSPSHTAIPAGMEADLSQLSEEERRQIAAVMSRAQGLPKGSVPPAAAESPSMHRKQELDSSHPPKQSGRPPDPGRPAQPGLSKSRTTDTFRSEQKLPGRSPSTISLKESKSRTDLKEEHKSSMMPGFLSEVNALSAVSSVVNKFNPFDLISDSEASQEETTKKQKVVQKEQGKPEGIIKPPLQQQPPKPIPKQQGPGRDPLQQDGTPKSISSQQPEKIKSQPPGTGKPIQGPTQTPQTDHAKLPLQRDASRPQTKQADIVRGESVKPSLPS.... Result: 0 (no interaction). (3) The miRNA is hsa-miR-6865-3p with sequence ACACCCUCUUUCCCUACCGCC. The protein sequence of the target gene is MAGRLLGKALAAVSLSLALASVTIRSSRCRGIQAFRNSFSSSWFHLNTNVMSGSNGSKENSHNKARTSPYPGSKVERSQVPNEKVGWLVEWQDYKPVEYTAVSVLAGPRWADPQISESNFSPKFNEKDGHVERKSKNGLYEIENGRPRNPAGRTGLVGRGLLGRWGPNHAADPIITRWKRDSSGNKIMHPVSGKHILQFVAIKRKDCGEWAIPGGMVDPGEKISATLKREFGEEALNSLQKTSAEKREIEEKLHKLFSQDHLVIYKGYVDDPRNTDNAWMETEAVNYHDETGEIMDNLML.... Result: 1 (interaction). (4) The miRNA is mmu-miR-693-3p with sequence GCAGCUUUCAGAUGUGGCUGUAA. The protein sequence of the target gene is MEQPKGVDWTVIILTCQYKDSVQVFQRELEVRQKREQIPAGTLLLAVEDPEKRVGSGGATLNALLVAAEHLSARAGFTVVTSDVLHSAWILILHMGRDFPFDDCGRAFTCLPVENPEAPVEALVCNLDCLLDIMTYRLGPGSPPGVWVCSTDMLLSVPANPGISWDSFRGARVIALPGSPAYAQNHGVYLTDPQGLVLDIYYQGTEAEIQRCVRPDGRVPLVSGVVFFSVETAERLLATHVSPPLDACTYLGLDSGARPVQLSLFFDILHCMAENVTREDFLVGRPPELGQGDADVAGYL.... Result: 0 (no interaction). (5) Result: 0 (no interaction). The protein sequence of the target gene is MRERPRLGEDSSLISLFLQVVAFLAMVMGTHTYSHWPSCCPSKGQDTSEELLRWSTVPVPPLEPARPNRHPESCRASEDGPLNSRAISPWRYELDRDLNRLPQDLYHARCLCPHCVSLQTGSHMDPRGNSELLYHNQTVFYRRPCHGEKGTHKGYCLERRLYRVSLACVCVRPRVMG. The miRNA is hsa-miR-619-3p with sequence GACCUGGACAUGUUUGUGCCCAGU. (6) The miRNA is mmu-miR-344f-3p with sequence CUCUAGCCAGGACCUGACUAC. The protein sequence of the target gene is MRFTFTSRCLALFLLLNHPTPILPAFSNQTYPTIEPKPFLYVVGRKKMMDAQYKCYDRMQQLPAYQGEGPYCNRTWDGWLCWDDTPAGVLSYQFCPDYFPDFDPSEKVTKYCDEKGVWFKHPENNRTWSNYTMCNAFTPEKLKNAYVLYYLAIVGHSLSIFTLVISLGIFVFFRSLGCQRVTLHKNMFLTYILNSMIIIIHLVEVVPNGELVRRDPVSCKILHFFHQYMMACNYFWMLCEGIYLHTLIVVAVFTEKQRLRWYYLLGWGFPLVPTTIHAITRAVYFNDNCWLSVETHLLYI.... Result: 0 (no interaction). (7) The miRNA is hsa-miR-3616-5p with sequence AUGAAGUGCACUCAUGAUAUGU. The protein sequence of the target gene is MWPLAAALLLGSCCCGSAQLLFSNVNSIEFTSCNETVVIPCIVRNVEAQSTEEMFVKWKLNKSYIFIYDGNKNSTTTDQNFTSAKISVSDLINGIASLKMDKRDAMVGNYTCEVTELSREGKTVIELKNRTVSWFSPNEKILIVIFPILAILLFWGKFGILTLKYKSSHTNKRIILLLVAGLVLTVIVVVGAILLIPGEKPVKNASGLGLIVISTGILILLQYNVFMTAFGMTSFTIAILITQVLGYVLALVGLCLCIMACEPVHGPLLISGLGIIALAELLGLVYMKFVASNQRTIQPP.... Result: 0 (no interaction).